The task is: Predict which catalyst facilitates the given reaction.. This data is from Catalyst prediction with 721,799 reactions and 888 catalyst types from USPTO. (1) Reactant: [CH:1]1([C:4]([C:8]2[C:13]([CH3:14])=[C:12]([Cl:15])[CH:11]=[CH:10][N:9]=2)=[CH:5][O:6]C)[CH2:3][CH2:2]1.S(=O)(=O)(O)O.[OH-].[Na+]. Product: [CH3:14][C:13]1[C:8]([CH:4]([CH:1]2[CH2:3][CH2:2]2)[CH:5]=[O:6])=[N:9][CH:10]=[CH:11][C:12]=1[Cl:15]. The catalyst class is: 15. (2) Reactant: [CH3:1][O:2][C:3](=[O:32])[CH2:4][CH2:5][N:6]([CH2:17][C:18]1[CH:23]=[CH:22][C:21]([CH2:24][NH:25][CH2:26][C:27]2[NH:28][CH:29]=[CH:30][N:31]=2)=[CH:20][CH:19]=1)[CH2:7][CH2:8][CH2:9][CH2:10][N:11]1[CH2:16][CH2:15][CH2:14][CH2:13][CH2:12]1.[CH3:33][N:34]1[CH:38]=[CH:37][N:36]=[C:35]1[CH:39]=O.C([BH3-])#N.[Na+].C(O)(=O)C. Product: [CH3:1][O:2][C:3](=[O:32])[CH2:4][CH2:5][N:6]([CH2:17][C:18]1[CH:23]=[CH:22][C:21]([CH2:24][N:25]([CH2:26][C:27]2[NH:28][CH:29]=[CH:30][N:31]=2)[CH2:39][C:35]2[N:34]([CH3:33])[CH:38]=[CH:37][N:36]=2)=[CH:20][CH:19]=1)[CH2:7][CH2:8][CH2:9][CH2:10][N:11]1[CH2:12][CH2:13][CH2:14][CH2:15][CH2:16]1. The catalyst class is: 5. (3) Reactant: C(O)(C(F)(F)F)=O.C([O:12][P:13]([O:20][CH2:21][C:22]1[CH:76]=[CH:75][C:25]([C:26]([O:28][C:29]2[C:33]([O:34][C:35](=[O:56])[C:36]3[CH:41]=[CH:40][C:39]([CH2:42][O:43][P:44]([O:51]C(C)(C)C)([O:46]C(C)(C)C)=[O:45])=[CH:38][CH:37]=3)=[C:32]([C:57](=[O:61])[N:58]([CH3:60])[CH3:59])[N:31]([C:62]3[CH:67]=[CH:66][C:65]([O:68][CH3:69])=[CH:64][CH:63]=3)[C:30]=2[C:70](=[O:74])[N:71]([CH3:73])[CH3:72])=[O:27])=[CH:24][CH:23]=1)([O:15]C(C)(C)C)=[O:14])(C)(C)C. The catalyst class is: 2. Product: [P:44]([O:43][CH2:42][C:39]1[CH:38]=[CH:37][C:36]([C:35]([O:34][C:33]2[C:29]([O:28][C:26](=[O:27])[C:25]3[CH:24]=[CH:23][C:22]([CH2:21][O:20][P:13]([OH:15])([OH:14])=[O:12])=[CH:76][CH:75]=3)=[C:30]([C:70](=[O:74])[N:71]([CH3:73])[CH3:72])[N:31]([C:62]3[CH:63]=[CH:64][C:65]([O:68][CH3:69])=[CH:66][CH:67]=3)[C:32]=2[C:57](=[O:61])[N:58]([CH3:60])[CH3:59])=[O:56])=[CH:41][CH:40]=1)([OH:51])([OH:46])=[O:45]. (4) The catalyst class is: 25. Reactant: C([O:3][C:4](=[O:31])[C:5]1[CH:10]=[CH:9][CH:8]=[C:7]([N:11]2[C:15]([CH3:16])=[CH:14][CH:13]=[C:12]2[C:17]2[CH:22]=[CH:21][CH:20]=[CH:19][C:18]=2[O:23][CH2:24][C:25]2[CH:30]=[CH:29][CH:28]=[CH:27][CH:26]=2)[CH:6]=1)C.CN(C=O)C.[OH-].[Na+]. Product: [CH2:24]([O:23][C:18]1[CH:19]=[CH:20][CH:21]=[CH:22][C:17]=1[C:12]1[N:11]([C:7]2[CH:6]=[C:5]([CH:10]=[CH:9][CH:8]=2)[C:4]([OH:31])=[O:3])[C:15]([CH3:16])=[CH:14][CH:13]=1)[C:25]1[CH:26]=[CH:27][CH:28]=[CH:29][CH:30]=1.